Dataset: Forward reaction prediction with 1.9M reactions from USPTO patents (1976-2016). Task: Predict the product of the given reaction. (1) Given the reactants [CH3:1][C:2]1[CH:3]=[CH:4][C:5]([N:11]2[N:15]=[CH:14][CH:13]=[N:12]2)=[C:6]([CH:10]=1)[C:7](Cl)=[O:8].Cl.[CH3:17][C@@:18]1([C:23]([OH:25])=[O:24])[CH2:22][CH2:21][CH2:20][NH:19]1, predict the reaction product. The product is: [CH3:17][C@@:18]1([C:23]([OH:25])=[O:24])[CH2:22][CH2:21][CH2:20][N:19]1[C:7](=[O:8])[C:6]1[CH:10]=[C:2]([CH3:1])[CH:3]=[CH:4][C:5]=1[N:11]1[N:15]=[CH:14][CH:13]=[N:12]1. (2) Given the reactants Cl.C[O:3][C:4]1[CH:12]=[C:11]2[C:7]([CH2:8][CH2:9][CH:10]2[CH2:13][C:14]2[N:15]=[CH:16][NH:17][CH:18]=2)=[CH:6][CH:5]=1.Br.[OH-].[NH4+], predict the reaction product. The product is: [NH:17]1[CH:18]=[C:14]([CH2:13][CH:10]2[C:11]3[C:7](=[CH:6][CH:5]=[C:4]([OH:3])[CH:12]=3)[CH2:8][CH2:9]2)[N:15]=[CH:16]1. (3) Given the reactants [F:1][C:2]1[CH:3]=[C:4]([C:9]2([OH:14])[CH2:13][CH2:12][NH:11][CH2:10]2)[CH:5]=[C:6]([F:8])[CH:7]=1.C(=O)([O-])[O-].[Na+].[Na+].I[CH2:22][CH3:23].O, predict the reaction product. The product is: [F:1][C:2]1[CH:3]=[C:4]([C:9]2([OH:14])[CH2:13][CH2:12][N:11]([CH2:22][CH3:23])[CH2:10]2)[CH:5]=[C:6]([F:8])[CH:7]=1. (4) Given the reactants [CH:1]([NH:4][C:5]([C@@H:7]1[CH2:12][CH2:11][C@H:10]([N:13]2[C:21]3[CH:20]=[C:19]([O:22][CH2:23][CH2:24][N:25]4[CH2:30][CH2:29][CH2:28][CH2:27][CH2:26]4)[N:18]=[CH:17][C:16]=3[NH:15]/[C:14]/2=[N:31]\C(C2C=CC3C=CSC=3C=2)=O)[CH2:9][CH2:8]1)=[O:6])([CH3:3])[CH3:2].[C:43]([C:46]1[CH:54]=[CH:53][C:49]([C:50](O)=[O:51])=[CH:48][CH:47]=1)(=[O:45])[NH2:44], predict the reaction product. The product is: [CH:1]([NH:4][C:5]([C@@H:7]1[CH2:8][CH2:9][C@H:10]([N:13]2[C:21]3[CH:20]=[C:19]([O:22][CH2:23][CH2:24][N:25]4[CH2:30][CH2:29][CH2:28][CH2:27][CH2:26]4)[N:18]=[CH:17][C:16]=3[NH:15]/[C:14]/2=[N:31]\[C:50](=[O:51])[C:49]2[CH:53]=[CH:54][C:46]([C:43]([NH2:44])=[O:45])=[CH:47][CH:48]=2)[CH2:11][CH2:12]1)=[O:6])([CH3:3])[CH3:2]. (5) Given the reactants [CH2:1]([C:4]1[S:13][C:7]2[N:8]=[CH:9][N:10]=[C:11](O)[C:6]=2[CH:5]=1)[CH2:2][CH3:3].O=P(Cl)(Cl)[Cl:16], predict the reaction product. The product is: [Cl:16][C:11]1[C:6]2[CH:5]=[C:4]([CH2:1][CH2:2][CH3:3])[S:13][C:7]=2[N:8]=[CH:9][N:10]=1. (6) The product is: [CH3:21][N:22]1[CH2:27][CH2:26][N:25]([C:28]([C:30]2[CH:35]=[CH:34][C:33]([C:2]3[CH:3]=[CH:4][C:5]4[N:6]([C:8]([C:11]#[C:12][C:13]5[CH:14]=[C:15]([CH:18]=[CH:19][CH:20]=5)[C:16]#[N:17])=[CH:9][N:10]=4)[N:7]=3)=[CH:32][CH:31]=2)=[O:29])[CH2:24][CH2:23]1. Given the reactants Cl[C:2]1[CH:3]=[CH:4][C:5]2[N:6]([C:8]([C:11]#[C:12][C:13]3[CH:14]=[C:15]([CH:18]=[CH:19][CH:20]=3)[C:16]#[N:17])=[CH:9][N:10]=2)[N:7]=1.[CH3:21][N:22]1[CH2:27][CH2:26][N:25]([C:28]([C:30]2[CH:35]=[CH:34][C:33](B(O)O)=[CH:32][CH:31]=2)=[O:29])[CH2:24][CH2:23]1, predict the reaction product.